Task: Predict which catalyst facilitates the given reaction.. Dataset: Catalyst prediction with 721,799 reactions and 888 catalyst types from USPTO (1) Reactant: [Cl:1][C:2]1[CH:29]=[CH:28][C:5]2[N:6]3[C:10]([CH2:11][NH:12][CH2:13][C:4]=2[CH:3]=1)=[N:9][N:8]=[C:7]3[C@H:14]1[CH2:19][CH2:18][C@H:17]([O:20][C:21]2[CH:26]=[CH:25][CH:24]=[C:23]([CH3:27])[N:22]=2)[CH2:16][CH2:15]1.C(N(CC)C(C)C)(C)C.[F:39][CH:40]([F:50])[CH2:41]OS(C(F)(F)F)(=O)=O. Product: [Cl:1][C:2]1[CH:29]=[CH:28][C:5]2[N:6]3[C:10]([CH2:11][N:12]([CH2:41][CH:40]([F:50])[F:39])[CH2:13][C:4]=2[CH:3]=1)=[N:9][N:8]=[C:7]3[C@H:14]1[CH2:19][CH2:18][C@H:17]([O:20][C:21]2[CH:26]=[CH:25][CH:24]=[C:23]([CH3:27])[N:22]=2)[CH2:16][CH2:15]1. The catalyst class is: 4. (2) Reactant: [CH2:1]([O:8][C:9]1[CH:18]=[C:17]2[C:12]([CH:13]=[CH:14][C:15](=[O:19])[NH:16]2)=[C:11]([CH:20]2[CH2:22][O:21]2)[CH:10]=1)[C:2]1[CH:7]=[CH:6][CH:5]=[CH:4][CH:3]=1.[CH3:23][O:24][C:25]1[CH:30]=[CH:29][C:28]([CH2:31][C:32]([NH2:35])([CH3:34])[CH3:33])=[CH:27][CH:26]=1.C(O)(C)C.C(O)(=O)C(C(C(O)=O)O)O. Product: [CH2:1]([O:8][C:9]1[CH:18]=[C:17]2[C:12]([CH:13]=[CH:14][C:15](=[O:19])[NH:16]2)=[C:11]([CH:20]([OH:21])[CH2:22][NH:35][C:32]([CH3:34])([CH3:33])[CH2:31][C:28]2[CH:29]=[CH:30][C:25]([O:24][CH3:23])=[CH:26][CH:27]=2)[CH:10]=1)[C:2]1[CH:7]=[CH:6][CH:5]=[CH:4][CH:3]=1. The catalyst class is: 13.